This data is from Peptide-MHC class I binding affinity with 185,985 pairs from IEDB/IMGT. The task is: Regression. Given a peptide amino acid sequence and an MHC pseudo amino acid sequence, predict their binding affinity value. This is MHC class I binding data. (1) The peptide sequence is NPYNTPTFA. The MHC is Mamu-A2201 with pseudo-sequence Mamu-A2201. The binding affinity (normalized) is 0. (2) The peptide sequence is KTMVAFIRK. The MHC is HLA-B07:02 with pseudo-sequence HLA-B07:02. The binding affinity (normalized) is 0.0847. (3) The binding affinity (normalized) is 0.0847. The peptide sequence is LPEFERRTL. The MHC is HLA-A31:01 with pseudo-sequence HLA-A31:01.